From a dataset of Full USPTO retrosynthesis dataset with 1.9M reactions from patents (1976-2016). Predict the reactants needed to synthesize the given product. (1) Given the product [O:28]1[CH2:29][CH2:30][O:31][CH:27]1[CH2:26][CH2:25][NH:24][C:2]1[CH:3]=[C:4]([CH:18]=[CH:19][C:20]=1[N+:21]([O-:23])=[O:22])[C:5]([N:7]([CH2:13][CH2:14][CH:15]([CH3:17])[CH3:16])[CH2:8][CH2:9][CH:10]([CH3:12])[CH3:11])=[O:6], predict the reactants needed to synthesize it. The reactants are: F[C:2]1[CH:3]=[C:4]([CH:18]=[CH:19][C:20]=1[N+:21]([O-:23])=[O:22])[C:5]([N:7]([CH2:13][CH2:14][CH:15]([CH3:17])[CH3:16])[CH2:8][CH2:9][CH:10]([CH3:12])[CH3:11])=[O:6].[NH2:24][CH2:25][CH2:26][CH:27]1[O:31][CH2:30][CH2:29][O:28]1.C(=O)([O-])[O-].[K+].[K+]. (2) Given the product [N:1]12[CH2:8][CH2:7][CH:4]([CH2:5][CH2:6]1)[C@@H:3]([O:9][C:10](=[O:38])[NH:11][C@H:12]([C:19]1[CH:24]=[CH:23][CH:22]=[C:21]([O:25][CH2:26][C:27]([NH:29][C:30]3[CH:31]=[CH:32][C:33]([CH:36]=[O:37])=[CH:34][CH:35]=3)=[O:28])[CH:20]=1)[C:13]1[CH:14]=[CH:15][CH:16]=[CH:17][CH:18]=1)[CH2:2]2, predict the reactants needed to synthesize it. The reactants are: [N:1]12[CH2:8][CH2:7][CH:4]([CH2:5][CH2:6]1)[C@@H:3]([O:9][C:10](=[O:38])[NH:11][C@H:12]([C:19]1[CH:24]=[CH:23][CH:22]=[C:21]([O:25][CH2:26][C:27]([NH:29][C:30]3[CH:35]=[CH:34][C:33]([CH2:36][OH:37])=[CH:32][CH:31]=3)=[O:28])[CH:20]=1)[C:13]1[CH:18]=[CH:17][CH:16]=[CH:15][CH:14]=1)[CH2:2]2.